Dataset: Full USPTO retrosynthesis dataset with 1.9M reactions from patents (1976-2016). Task: Predict the reactants needed to synthesize the given product. (1) Given the product [I-:1].[Br:2][C:3]1[CH:4]=[C:5]2[C:9](=[CH:10][CH:11]=1)[N+:8]([CH2:12][CH2:13][CH2:14][CH2:15][CH2:16][C:17]([O:19][CH2:28][CH3:29])=[O:18])=[C:7]([CH3:20])[C:6]2([CH3:22])[CH3:21], predict the reactants needed to synthesize it. The reactants are: [I-:1].[Br:2][C:3]1[CH:4]=[C:5]2[C:9](=[CH:10][CH:11]=1)[N+:8]([CH2:12][CH2:13][CH2:14][CH2:15][CH2:16][C:17]([OH:19])=[O:18])=[C:7]([CH3:20])[C:6]2([CH3:22])[CH3:21].S(=O)(=O)(O)O.[CH2:28](O)[CH3:29]. (2) Given the product [CH3:12][N:7]1[C:8]2[C:9]([CH3:11])=[CH:10][CH:2]=[C:3]3[CH2:16][CH2:15][N:14]([C:17]([O:19][C:20]([CH3:23])([CH3:22])[CH3:21])=[O:18])[CH2:13][CH:5]([C:4]=23)[CH2:6]1, predict the reactants needed to synthesize it. The reactants are: Br[C:2]1[CH:10]=[C:9]([CH3:11])[C:8]2[N:7]([CH3:12])[CH2:6][CH:5]3[CH2:13][N:14]([C:17]([O:19][C:20]([CH3:23])([CH3:22])[CH3:21])=[O:18])[CH2:15][CH2:16][C:3]=1[C:4]=23.C(N(CC)CC)C. (3) Given the product [C:1]([C:5]1[CH:10]=[CH:9][C:8]([OH:11])=[C:7]([O:14][CH3:13])[CH:6]=1)([CH3:4])([CH3:3])[CH3:2], predict the reactants needed to synthesize it. The reactants are: [C:1]([C:5]1[CH:10]=[CH:9][C:8]([OH:11])=[C:7](Br)[CH:6]=1)([CH3:4])([CH3:3])[CH3:2].[CH3:13][O-:14].[Na+]. (4) Given the product [Br:2][C:3]1[C:4]2[NH:9][C:12]3[CH2:17][CH2:16][NH:15][CH2:14][C:13]=3[C:5]=2[CH:6]=[CH:7][CH:8]=1, predict the reactants needed to synthesize it. The reactants are: Cl.[Br:2][C:3]1[CH:8]=[CH:7][CH:6]=[CH:5][C:4]=1[NH:9]N.O=[C:12]1[CH2:17][CH2:16][N:15](C(OCCCC)=O)[CH2:14][CH2:13]1.Cl. (5) Given the product [C:17]([O:16][C:14]([N:10]1[CH2:11][CH2:12][O:13][C@@H:8]([C:7]([OH:2])=[O:6])[CH2:9]1)=[O:15])([CH3:20])([CH3:19])[CH3:18], predict the reactants needed to synthesize it. The reactants are: C([O-])(O)=[O:2].[Na+].[OH:6][CH2:7][C@@H:8]1[O:13][CH2:12][CH2:11][N:10]([C:14]([O:16][C:17]([CH3:20])([CH3:19])[CH3:18])=[O:15])[CH2:9]1.[Na+].[Br-].ClN1C(=O)N(Cl)C(=O)N(Cl)C1=O. (6) Given the product [Br:1][C:2]1[CH:7]=[C:6]([N+:8]([O-:10])=[O:9])[CH:5]=[CH:4][C:3]=1[N:12]1[CH2:16][CH2:15][CH2:14][CH2:13]1, predict the reactants needed to synthesize it. The reactants are: [Br:1][C:2]1[CH:7]=[C:6]([N+:8]([O-:10])=[O:9])[CH:5]=[CH:4][C:3]=1F.[NH:12]1[CH2:16][CH2:15][CH2:14][CH2:13]1.C([O-])([O-])=O.[K+].[K+]. (7) Given the product [CH3:14][C:15]1([CH3:18])[C:3]2[C:2](=[N:1][CH:6]=[CH:5][CH:4]=2)[C:13]2[C:16]1=[CH:9][CH:10]=[CH:11][CH:12]=2, predict the reactants needed to synthesize it. The reactants are: [N:1]1[CH:6]=[CH:5][CH:4]=[C:3]2CC3[C:13]([C:2]=12)=[CH:12][CH:11]=[CH:10][CH:9]=3.[CH3:14][C:15]([CH3:18])([O-])[CH3:16].[K+].IC.O.